The task is: Predict which catalyst facilitates the given reaction.. This data is from Catalyst prediction with 721,799 reactions and 888 catalyst types from USPTO. (1) Reactant: [H-].[Na+].[Cl:3][C:4]1[CH:9]=[CH:8][C:7]([N:10]2[C:18]([NH:19][CH:20]3[CH2:25][CH2:24][CH2:23][CH2:22][CH2:21]3)=[C:17]3[C:12]([CH:13]=[CH:14][CH:15]=[CH:16]3)=[N:11]2)=[CH:6][CH:5]=1.[C:26]1([CH2:32][C:33](Cl)=[O:34])[CH:31]=[CH:30][CH:29]=[CH:28][CH:27]=1.C(OC(C)=O)(C)C.[Cl-].[Na+].O. Product: [Cl:3][C:4]1[CH:9]=[CH:8][C:7]([N:10]2[C:18]([N:19]([CH:20]3[CH2:25][CH2:24][CH2:23][CH2:22][CH2:21]3)[C:33](=[O:34])[CH2:32][C:26]3[CH:31]=[CH:30][CH:29]=[CH:28][CH:27]=3)=[C:17]3[C:12]([CH:13]=[CH:14][CH:15]=[CH:16]3)=[N:11]2)=[CH:6][CH:5]=1. The catalyst class is: 3. (2) Reactant: Cl[C:2]1[C:11]2[C:6](=[CH:7][C:8]([S:12]([N:15](CC3C=CC(OC)=CC=3OC)[C:16]3[S:17][CH:18]=[CH:19][N:20]=3)(=[O:14])=[O:13])=[CH:9][CH:10]=2)[C:5]([F:32])=[CH:4][N:3]=1.[CH3:33][O:34][C:35]1[CH:40]=[CH:39][CH:38]=[CH:37][C:36]=1B(O)O.P([O-])([O-])([O-])=O.[K+].[K+].[K+].O1CCOCC1. Product: [F:32][C:5]1[C:6]2[C:11](=[CH:10][CH:9]=[C:8]([S:12]([NH:15][C:16]3[S:17][CH:18]=[CH:19][N:20]=3)(=[O:13])=[O:14])[CH:7]=2)[C:2]([C:36]2[CH:37]=[CH:38][CH:39]=[CH:40][C:35]=2[O:34][CH3:33])=[N:3][CH:4]=1. The catalyst class is: 6. (3) Reactant: [CH:1]1([CH2:7][C@H:8]([NH:15][C:16](=[O:22])[O:17][C:18]([CH3:21])([CH3:20])[CH3:19])[C:9](N(OC)C)=[O:10])[CH2:6][CH2:5][CH2:4][CH2:3][CH2:2]1.[CH3:23][CH2:24][Mg+].[Br-]. Product: [CH:1]1([CH2:7][C@H:8]([NH:15][C:16](=[O:22])[O:17][C:18]([CH3:19])([CH3:20])[CH3:21])[C:9](=[O:10])[CH2:23][CH3:24])[CH2:2][CH2:3][CH2:4][CH2:5][CH2:6]1. The catalyst class is: 11. (4) Reactant: O[CH:2]1[C@H:7]([NH:8][C:9](=[O:12])[CH2:10][CH3:11])[C@@H:6]([OH:13])[C@H:5]([OH:14])[C@@H:4]([CH2:15][OH:16])[O:3]1.C(N[CH2:20][CH3:21])C.[C:22](=O)([O-])[O-].[Na+].[Na+]. Product: [CH3:22][C:20]1([CH3:21])[O:3][C@@H:4]([C@H:5]2[O:14][C@H:2]3[C@H:7]([N:8]=[C:9]([CH2:10][CH3:11])[O:12]3)[C@H:6]2[OH:13])[CH2:15][O:16]1. The catalyst class is: 21. (5) Reactant: [Cl:1][C:2]1[CH:7]=[C:6]([Cl:8])[CH:5]=[CH:4][C:3]=1[C@@:9]1([CH2:28][N:29]2[CH:33]=[CH:32][N:31]=[CH:30]2)[O:13][C@H:12]([CH2:14][O:15][C:16]2[CH:21]=[CH:20][C:19]([N:22]3[CH2:27][CH2:26][NH:25][CH2:24][CH2:23]3)=[CH:18][CH:17]=2)[CH2:11][O:10]1.Cl[CH2:35][CH2:36][N:37]=[C:38]=[O:39].C(N(CC)CC)C. Product: [Cl:1][C:2]1[CH:7]=[C:6]([Cl:8])[CH:5]=[CH:4][C:3]=1[C@@:9]1([CH2:28][N:29]2[CH:33]=[CH:32][N:31]=[CH:30]2)[O:13][C@H:12]([CH2:14][O:15][C:16]2[CH:17]=[CH:18][C:19]([N:22]3[CH2:23][CH2:24][N:25]([C:38]4[O:39][CH2:35][CH2:36][N:37]=4)[CH2:26][CH2:27]3)=[CH:20][CH:21]=2)[CH2:11][O:10]1. The catalyst class is: 2. (6) Reactant: [O:1]=[C:2]1[CH2:7][CH2:6][CH2:5][N:4]2[N:8]=[C:9]([C:11]([OH:13])=[O:12])[CH:10]=[C:3]12.FC(F)(F)C(OC(=O)C(F)(F)F)=O.[N+:27]([O-])([O-:29])=[O:28].[NH4+]. Product: [N+:27]([C:10]1[C:9]([C:11]([OH:13])=[O:12])=[N:8][N:4]2[CH2:5][CH2:6][CH2:7][C:2](=[O:1])[C:3]=12)([O-:29])=[O:28]. The catalyst class is: 55.